From a dataset of Peptide-MHC class II binding affinity with 134,281 pairs from IEDB. Regression. Given a peptide amino acid sequence and an MHC pseudo amino acid sequence, predict their binding affinity value. This is MHC class II binding data. (1) The peptide sequence is YDKSLANVSTVLTGK. The MHC is DRB1_1001 with pseudo-sequence DRB1_1001. The binding affinity (normalized) is 0.611. (2) The MHC is DRB1_0301 with pseudo-sequence DRB1_0301. The binding affinity (normalized) is 0. The peptide sequence is DILLRMSKMQLGSSS. (3) The binding affinity (normalized) is 0.737. The MHC is DRB4_0101 with pseudo-sequence DRB4_0103. The peptide sequence is RLIHSLSNVKNQSLG.